This data is from Full USPTO retrosynthesis dataset with 1.9M reactions from patents (1976-2016). The task is: Predict the reactants needed to synthesize the given product. (1) Given the product [N:23]([CH2:21][CH2:20][CH2:19][CH2:18][CH:16]1[CH2:17][N:14]([CH:1]([C:8]2[CH:13]=[CH:12][CH:11]=[CH:10][CH:9]=2)[C:2]2[CH:7]=[CH:6][CH:5]=[CH:4][CH:3]=2)[CH2:15]1)=[N+:24]=[N-:25], predict the reactants needed to synthesize it. The reactants are: [CH:1]([N:14]1[CH2:17][CH:16]([CH2:18][CH2:19][CH2:20][CH2:21]I)[CH2:15]1)([C:8]1[CH:13]=[CH:12][CH:11]=[CH:10][CH:9]=1)[C:2]1[CH:7]=[CH:6][CH:5]=[CH:4][CH:3]=1.[N-:23]=[N+:24]=[N-:25].[Na+].O. (2) Given the product [F:30][C:27]1[CH:28]=[CH:29][C:22]([C:18]2[CH:17]=[C:16]([C:12]3[N:4]4[CH:5]=[CH:6][C:7]([C:8]([OH:11])([CH3:10])[CH3:9])=[C:2]([F:1])[C:3]4=[N:14][CH:13]=3)[CH:21]=[CH:20][N:19]=2)=[C:23]([CH:26]=1)[C:24]#[N:25], predict the reactants needed to synthesize it. The reactants are: [F:1][C:2]1[C:3]2[N:4]([CH:12]=[CH:13][N:14]=2)[CH:5]=[CH:6][C:7]=1[C:8]([OH:11])([CH3:10])[CH3:9].Cl[C:16]1[CH:21]=[CH:20][N:19]=[C:18]([C:22]2[CH:29]=[CH:28][C:27]([F:30])=[CH:26][C:23]=2[C:24]#[N:25])[CH:17]=1.FC1C=CC(B2OC(C)(C)C(C)(C)O2)=C(C=1)C#N.ClC1C=C(Cl)C=CN=1.